This data is from Catalyst prediction with 721,799 reactions and 888 catalyst types from USPTO. The task is: Predict which catalyst facilitates the given reaction. (1) Reactant: [CH3:1][O:2][C:3]1[CH:12]=[CH:11][CH:10]=[C:9]2[C:4]=1[CH:5]=[CH:6][N:7]=[CH:8]2.[Br:13]Br.C([O-])([O-])=O.[K+].[K+]. The catalyst class is: 52. Product: [CH3:1][O:2][C:3]1[CH:12]=[CH:11][C:10]([Br:13])=[C:9]2[C:4]=1[CH:5]=[CH:6][N:7]=[CH:8]2. (2) Reactant: [CH:1]([O:4][C:5]1[CH:10]=[CH:9][C:8]([CH2:11][C:12]2[C:13]([O:18][C@@H:19]3[O:36][C@H:35]([CH2:37][O:38]C(=O)C)[C@@H:30]([O:31]C(=O)C)[C@H:25]([O:26]C(=O)C)[C@H:20]3[O:21]C(=O)C)=[N:14][NH:15][C:16]=2[CH3:17])=[CH:7][CH:6]=1)([CH3:3])[CH3:2].[OH-].[Na+]. Product: [C@@H:19]1([O:18][C:13]2[C:12]([CH2:11][C:8]3[CH:9]=[CH:10][C:5]([O:4][CH:1]([CH3:2])[CH3:3])=[CH:6][CH:7]=3)=[C:16]([CH3:17])[NH:15][N:14]=2)[O:36][C@H:35]([CH2:37][OH:38])[C@@H:30]([OH:31])[C@H:25]([OH:26])[C@H:20]1[OH:21]. The catalyst class is: 8. (3) Reactant: [Cl:1][C:2]1[CH:3]=[C:4]([N:12]([CH3:31])[C:13]([NH:15][C@@H:16]2[CH2:21][CH2:20][CH2:19][N:18]([C:22]3[CH:27]=[N:26][C:25]([C:28]#[N:29])=[C:24](Cl)[N:23]=3)[CH2:17]2)=[O:14])[CH:5]=[C:6]([C:8]([F:11])([F:10])[F:9])[CH:7]=1.[CH:32]1([NH2:35])[CH2:34][CH2:33]1. Product: [Cl:1][C:2]1[CH:3]=[C:4]([N:12]([CH3:31])[C:13]([NH:15][C@@H:16]2[CH2:21][CH2:20][CH2:19][N:18]([C:22]3[CH:27]=[N:26][C:25]([C:28]#[N:29])=[C:24]([NH:35][CH:32]4[CH2:34][CH2:33]4)[N:23]=3)[CH2:17]2)=[O:14])[CH:5]=[C:6]([C:8]([F:10])([F:11])[F:9])[CH:7]=1. The catalyst class is: 296. (4) Reactant: C(O)(=O)C.C(=O)C.[CH:8]([O:11][C:12]([N:14]1[CH2:20][CH2:19][CH2:18][CH:17]([N:21]([C:37](=O)[CH3:38])[CH2:22][C:23]2[CH:28]=[C:27]([C:29]([F:32])([F:31])[F:30])[CH:26]=[C:25]([C:33]([F:36])([F:35])[F:34])[CH:24]=2)[C:16]2[CH:40]=[CH:41][C:42]([Cl:44])=[CH:43][C:15]1=2)=[O:13])([CH3:10])[CH3:9].C(O[BH-](OC(=O)C)OC(=O)C)(=O)C.[Na+]. Product: [CH:8]([O:11][C:12]([N:14]1[CH2:20][CH2:19][CH2:18][CH:17]([N:21]([CH2:22][C:23]2[CH:28]=[C:27]([C:29]([F:32])([F:31])[F:30])[CH:26]=[C:25]([C:33]([F:35])([F:34])[F:36])[CH:24]=2)[CH2:37][CH3:38])[C:16]2[CH:40]=[CH:41][C:42]([Cl:44])=[CH:43][C:15]1=2)=[O:13])([CH3:9])[CH3:10]. The catalyst class is: 9. (5) Reactant: [I:1][C:2]1[C:10]2[S:9][C:8]([CH2:11][O:12][CH3:13])=[N:7][C:6]=2[CH:5]=[CH:4][C:3]=1N.N(OC(C)(C)C)=O.O. Product: [I:1][C:2]1[C:10]2[S:9][C:8]([CH2:11][O:12][CH3:13])=[N:7][C:6]=2[CH:5]=[CH:4][CH:3]=1. The catalyst class is: 1. (6) Product: [I:25][C:26]1([CH2:29][C@H:1]2[CH2:7][O:6][C:3]([CH3:5])([CH3:4])[O:2]2)[CH2:28][CH2:27]1. The catalyst class is: 4. Reactant: [CH3:1][O:2][C:3]([O:6][CH3:7])([CH3:5])[CH3:4].C1(C)C=CC(S([O-])(=O)=O)=CC=1.[NH+]1C=CC=CC=1.[I:25][C:26]1([CH2:29][C@H](O)CO)[CH2:28][CH2:27]1.